Regression. Given two drug SMILES strings and cell line genomic features, predict the synergy score measuring deviation from expected non-interaction effect. From a dataset of NCI-60 drug combinations with 297,098 pairs across 59 cell lines. Drug 1: CCC1=CC2CC(C3=C(CN(C2)C1)C4=CC=CC=C4N3)(C5=C(C=C6C(=C5)C78CCN9C7C(C=CC9)(C(C(C8N6C)(C(=O)OC)O)OC(=O)C)CC)OC)C(=O)OC.C(C(C(=O)O)O)(C(=O)O)O. Drug 2: CC1C(C(CC(O1)OC2CC(CC3=C2C(=C4C(=C3O)C(=O)C5=C(C4=O)C(=CC=C5)OC)O)(C(=O)CO)O)N)O.Cl. Cell line: NCI-H226. Synergy scores: CSS=42.4, Synergy_ZIP=0.0323, Synergy_Bliss=-3.43, Synergy_Loewe=-9.73, Synergy_HSA=-1.82.